Task: Predict the product of the given reaction.. Dataset: Forward reaction prediction with 1.9M reactions from USPTO patents (1976-2016) (1) Given the reactants CN(C(ON1N=NC2C=CC=CC1=2)=[N+](C)C)C.F[P-](F)(F)(F)(F)F.[CH3:25][C:26]1[C:31]([O:32][C:33]2[CH:38]=[CH:37][N:36]=[C:35]([NH:39][C:40]3[CH:48]=[CH:47][C:43]([C:44]([O-])=[O:45])=[CH:42][CH:41]=3)[CH:34]=2)=[CH:30][CH:29]=[C:28]([CH3:49])[N:27]=1.[Li+].[NH2:51][CH2:52][CH2:53][NH:54][S:55]([N:58]([CH3:60])[CH3:59])(=[O:57])=[O:56].CCN(CC)CC, predict the reaction product. The product is: [CH3:25][C:26]1[C:31]([O:32][C:33]2[CH:38]=[CH:37][N:36]=[C:35]([NH:39][C:40]3[CH:41]=[CH:42][C:43]([C:44]([NH:51][CH2:52][CH2:53][NH:54][S:55](=[O:57])(=[O:56])[N:58]([CH3:60])[CH3:59])=[O:45])=[CH:47][CH:48]=3)[CH:34]=2)=[CH:30][CH:29]=[C:28]([CH3:49])[N:27]=1. (2) Given the reactants Cl[C:2]1[CH:7]=[CH:6][N:5]=[C:4]([N:8]2[CH2:19][CH2:18][N:17]3[C:10](=[CH:11][C:12]4[CH2:13][C:14]([CH3:21])([CH3:20])[CH2:15][C:16]=43)[C:9]2=[O:22])[C:3]=1[CH:23]=[O:24].[CH3:25][N:26]1[C:31](=[O:32])[C:30]([NH:33][C:34]2[CH:39]=[CH:38][C:37]([N:40]3[CH2:45][CH2:44][N:43]([CH:46]4[CH2:49][O:48][CH2:47]4)[CH2:42][C@H:41]3[CH3:50])=[CH:36][N:35]=2)=[CH:29][C:28](C2C(C=O)=C(N3C=CN4C5CCCCC=5C=C4C3=O)N=CC=2)=[CH:27]1.[O-]P([O-])([O-])=O.[K+].[K+].[K+].C([O-])(=O)C.[Na+], predict the reaction product. The product is: [CH3:20][C:14]1([CH3:21])[CH2:13][C:12]2[CH:11]=[C:10]3[N:17]([CH2:18][CH2:19][N:8]([C:4]4[C:3]([CH:23]=[O:24])=[C:2]([C:28]5[CH:29]=[C:30]([NH:33][C:34]6[CH:39]=[CH:38][C:37]([N:40]7[CH2:45][CH2:44][N:43]([CH:46]8[CH2:47][O:48][CH2:49]8)[CH2:42][C@H:41]7[CH3:50])=[CH:36][N:35]=6)[C:31](=[O:32])[N:26]([CH3:25])[CH:27]=5)[CH:7]=[CH:6][N:5]=4)[C:9]3=[O:22])[C:16]=2[CH2:15]1. (3) The product is: [CH2:1]([O:3][C:4](=[O:16])[C:5]1[CH:10]=[CH:9][C:8]([NH:11][C:12](=[O:15])[CH2:13][CH2:14][N:23]2[CH:22]=[N:21][C:20]3[C:24]2=[N:25][CH:26]=[N:27][C:19]=3[O:18][CH3:17])=[CH:7][CH:6]=1)[CH3:2]. Given the reactants [CH2:1]([O:3][C:4](=[O:16])[C:5]1[CH:10]=[CH:9][C:8]([NH:11][C:12](=[O:15])[CH:13]=[CH2:14])=[CH:7][CH:6]=1)[CH3:2].[CH3:17][O:18][C:19]1[N:27]=[CH:26][N:25]=[C:24]2[C:20]=1[NH:21][CH:22]=[N:23]2.C(=O)([O-])[O-].[K+].[K+].O, predict the reaction product. (4) Given the reactants CO.[F:3][C:4]1[CH:5]=[C:6]([CH:19]=[CH:20][CH:21]=1)[O:7][C:8]1[CH:13]=[CH:12][C:11]([CH2:14][CH2:15][N+:16]([O-])=[O:17])=[CH:10][N:9]=1.C[O-].[Li+].O1CCCC1.C(Cl)[Cl:31], predict the reaction product. The product is: [F:3][C:4]1[CH:5]=[C:6]([CH:19]=[CH:20][CH:21]=1)[O:7][C:8]1[N:9]=[CH:10][C:11]([CH2:14][C:15]([Cl:31])=[N:16][OH:17])=[CH:12][CH:13]=1.